Task: Predict the product of the given reaction.. Dataset: Forward reaction prediction with 1.9M reactions from USPTO patents (1976-2016) (1) The product is: [Cl:45][C:28]1[C:29]([Cl:44])=[C:30]([S:33](=[O:34])(=[O:35])[NH:36][C@@H:37]([CH2:42][CH3:43])[C:38]([F:39])([F:40])[F:41])[CH:31]=[CH:32][C:27]=1[C:12]1[S:11][C:10]([C:13]2[N:17]=[C:16]([CH2:18][C:19]([CH3:24])([CH3:25])[C:20]([OH:22])=[O:21])[O:15][N:14]=2)=[N:9][C:8]=1[CH2:7][C:3]1([O:2][CH3:1])[CH2:6][CH2:5][CH2:4]1. Given the reactants [CH3:1][O:2][C:3]1([CH2:7][C:8]2[N:9]=[C:10]([C:13]3[N:17]=[C:16]([CH2:18][C:19]([CH3:25])([CH3:24])[C:20]([O:22]C)=[O:21])[O:15][N:14]=3)[S:11][CH:12]=2)[CH2:6][CH2:5][CH2:4]1.Br[C:27]1[CH:32]=[CH:31][C:30]([S:33]([NH:36][C@@H:37]([CH2:42][CH3:43])[C:38]([F:41])([F:40])[F:39])(=[O:35])=[O:34])=[C:29]([Cl:44])[C:28]=1[Cl:45], predict the reaction product. (2) The product is: [NH2:13][C:8]1[C:7]([C:1]2[CH:2]=[CH:3][CH:4]=[CH:5][CH:6]=2)=[C:11]2[NH:12][C:21]([C:18]3[CH:17]=[CH:16][C:15]([Cl:14])=[CH:20][CH:19]=3)=[CH:22][C:23](=[O:24])[N:10]2[N:9]=1. Given the reactants [C:1]1([C:7]2[C:8]([NH2:13])=[N:9][NH:10][C:11]=2[NH2:12])[CH:6]=[CH:5][CH:4]=[CH:3][CH:2]=1.[Cl:14][C:15]1[CH:20]=[CH:19][C:18]([C:21](=O)[CH2:22][C:23](OC)=[O:24])=[CH:17][CH:16]=1.CC1C=CC(S(O)(=O)=O)=CC=1, predict the reaction product. (3) Given the reactants [C:1]([O:5][C:6]([NH:8][C:9]([CH3:17])([CH3:16])[CH2:10][O:11][CH2:12][C:13]([OH:15])=O)=[O:7])([CH3:4])([CH3:3])[CH3:2].ON1C2N=CC=CC=2N=N1.Cl.CN(C)CCCN=C=NCC.[F:40][C:41]1[CH:46]=[CH:45][C:44]([CH2:47][C@@H:48]([N:53]([CH3:70])[C:54](=[O:69])[C@H:55]([NH:67][CH3:68])[CH2:56][C:57]2[CH:66]=[CH:65][C:64]3[C:59](=[CH:60][CH:61]=[CH:62][CH:63]=3)[CH:58]=2)[C:49](=[O:52])[NH:50][CH3:51])=[CH:43][CH:42]=1.C(N(C(C)C)CC)(C)C, predict the reaction product. The product is: [C:1]([O:5][C:6](=[O:7])[NH:8][C:9]([CH3:17])([CH3:16])[CH2:10][O:11][CH2:12][C:13](=[O:15])[N:67]([C@@H:55]([C:54](=[O:69])[N:53]([C@@H:48]([C:49](=[O:52])[NH:50][CH3:51])[CH2:47][C:44]1[CH:43]=[CH:42][C:41]([F:40])=[CH:46][CH:45]=1)[CH3:70])[CH2:56][C:57]1[CH:66]=[CH:65][C:64]2[C:59](=[CH:60][CH:61]=[CH:62][CH:63]=2)[CH:58]=1)[CH3:68])([CH3:2])([CH3:3])[CH3:4]. (4) Given the reactants [Cl:1][C:2]1[CH:23]=[CH:22][CH:21]=[C:20]([C:24]([F:27])([F:26])[F:25])[C:3]=1[C:4]([N:6]1[C:14]2[C:9](=[CH:10][CH:11]=[C:12]([C:15]([NH:17][NH2:18])=[O:16])[CH:13]=2)[C:8]([I:19])=[N:7]1)=[O:5].C1N=CN([C:33](N2C=NC=C2)=[O:34])C=1.CCN(CC)CC, predict the reaction product. The product is: [Cl:1][C:2]1[CH:23]=[CH:22][CH:21]=[C:20]([C:24]([F:26])([F:27])[F:25])[C:3]=1[C:4]([N:6]1[C:14]2[C:9](=[CH:10][CH:11]=[C:12]([C:15]3[O:16][C:33](=[O:34])[NH:18][N:17]=3)[CH:13]=2)[C:8]([I:19])=[N:7]1)=[O:5]. (5) Given the reactants [BH4-].[Na+].[Br:3][C:4]1[CH:9]=[CH:8][C:7]([C:10]([CH:12]2[CH2:15][N:14]([CH3:16])[CH2:13]2)=[O:11])=[CH:6][CH:5]=1.[CH2:17](Cl)Cl, predict the reaction product. The product is: [Br:3][C:4]1[CH:5]=[CH:6][C:7]([CH:10]([CH:12]2[CH2:17][CH2:13][N:14]([CH3:16])[CH2:15]2)[OH:11])=[CH:8][CH:9]=1. (6) Given the reactants [C:1]([O:5][C:6]([N:8]1[CH2:13][CH2:12][N:11]([C:14]2[N:19]=[C:18]([C:20]3[CH:25]=[CH:24][N:23]=[C:22](Cl)[CH:21]=3)[CH:17]=[CH:16][CH:15]=2)[CH2:10][CH2:9]1)=[O:7])([CH3:4])([CH3:3])[CH3:2].CC([O-])(C)C.[Na+].[CH:33]1([NH2:39])[CH2:38][CH2:37][CH2:36][CH2:35][CH2:34]1, predict the reaction product. The product is: [C:1]([O:5][C:6]([N:8]1[CH2:13][CH2:12][N:11]([C:14]2[N:19]=[C:18]([C:20]3[CH:25]=[CH:24][N:23]=[C:22]([NH:39][CH:33]4[CH2:38][CH2:37][CH2:36][CH2:35][CH2:34]4)[CH:21]=3)[CH:17]=[CH:16][CH:15]=2)[CH2:10][CH2:9]1)=[O:7])([CH3:4])([CH3:3])[CH3:2].